Task: Predict which catalyst facilitates the given reaction.. Dataset: Catalyst prediction with 721,799 reactions and 888 catalyst types from USPTO Reactant: N#N.C([Si](C)(C)[O:8][CH2:9][C:10]1[S:11][CH:12]=[C:13]([C:15]2([CH3:20])[O:19][CH2:18][CH2:17][O:16]2)[CH:14]=1)(C)(C)C.CCCC[N+](CCCC)(CCCC)CCCC.[F-]. Product: [CH3:20][C:15]1([C:13]2[CH:14]=[C:10]([CH2:9][OH:8])[S:11][CH:12]=2)[O:16][CH2:17][CH2:18][O:19]1. The catalyst class is: 721.